This data is from Catalyst prediction with 721,799 reactions and 888 catalyst types from USPTO. The task is: Predict which catalyst facilitates the given reaction. Reactant: [CH3:1][C:2]([NH:14][C:15]1[C:16](=[O:39])[N:17]([C:31]2[CH:38]=[CH:37][C:34]([C:35]#[N:36])=[CH:33][CH:32]=2)[C@@H:18]([C:20]2[CH:25]=[CH:24][CH:23]=[C:22]([O:26][C:27]([F:30])([F:29])[F:28])[CH:21]=2)[CH:19]=1)([C:4]1[CH:9]=[CH:8][CH:7]=[C:6]([C:10]([F:13])([F:12])[F:11])[N:5]=1)[CH3:3].C([BH3-])#N.[Na+]. Product: [CH3:3][C:2]([NH:14][C@@H:15]1[CH2:19][C@H:18]([C:20]2[CH:25]=[CH:24][CH:23]=[C:22]([O:26][C:27]([F:30])([F:28])[F:29])[CH:21]=2)[N:17]([C:31]2[CH:38]=[CH:37][C:34]([C:35]#[N:36])=[CH:33][CH:32]=2)[C:16]1=[O:39])([C:4]1[CH:9]=[CH:8][CH:7]=[C:6]([C:10]([F:13])([F:11])[F:12])[N:5]=1)[CH3:1]. The catalyst class is: 15.